This data is from Catalyst prediction with 721,799 reactions and 888 catalyst types from USPTO. The task is: Predict which catalyst facilitates the given reaction. (1) Reactant: [CH3:1][S:2][C:3]1[CH:8]=[CH:7][C:6]([C:9]2[CH:13]=[C:12]([OH:14])[N:11]([C:15]3[CH:20]=[CH:19][CH:18]=[CH:17][CH:16]=3)[N:10]=2)=[CH:5][CH:4]=1.P(Cl)(Cl)(Cl)=O.CN([CH:29]=[O:30])C. Product: [OH:14][C:12]1[N:11]([C:15]2[CH:16]=[CH:17][CH:18]=[CH:19][CH:20]=2)[N:10]=[C:9]([C:6]2[CH:5]=[CH:4][C:3]([S:2][CH3:1])=[CH:8][CH:7]=2)[C:13]=1[CH:29]=[O:30]. The catalyst class is: 33. (2) Reactant: C(OC([N:8]1[CH2:11][C:10]([OH:13])([CH3:12])[CH2:9]1)=O)(C)(C)C.[F:14][C:15]([F:20])([F:19])[C:16]([OH:18])=[O:17]. Product: [F:14][C:15]([F:20])([F:19])[C:16]([OH:18])=[O:17].[CH3:12][C:10]1([OH:13])[CH2:11][NH:8][CH2:9]1. The catalyst class is: 4.